Task: Regression. Given a peptide amino acid sequence and an MHC pseudo amino acid sequence, predict their binding affinity value. This is MHC class II binding data.. Dataset: Peptide-MHC class II binding affinity with 134,281 pairs from IEDB (1) The peptide sequence is VNKMLAVLDTNILWV. The MHC is DRB1_0701 with pseudo-sequence DRB1_0701. The binding affinity (normalized) is 0.556. (2) The peptide sequence is SQDLELSWNLNGLTAY. The MHC is DRB1_1302 with pseudo-sequence DRB1_1302. The binding affinity (normalized) is 0.680. (3) The peptide sequence is NISGYNYSLSAAVKA. The MHC is DRB1_1302 with pseudo-sequence DRB1_1302. The binding affinity (normalized) is 0.613. (4) The peptide sequence is FMVAMFLAVAVVLGL. The MHC is HLA-DQA10501-DQB10201 with pseudo-sequence HLA-DQA10501-DQB10201. The binding affinity (normalized) is 0.260. (5) The peptide sequence is SDGSWSTVSSEANAEDVVCC. The MHC is DRB1_0701 with pseudo-sequence DRB1_0701. The binding affinity (normalized) is 0.224. (6) The peptide sequence is GELQIVDKIDASFKI. The MHC is DRB1_0401 with pseudo-sequence DRB1_0401. The binding affinity (normalized) is 0.564. (7) The peptide sequence is SPWSWPDLDLKPGAA. The MHC is DRB1_0901 with pseudo-sequence DRB1_0901. The binding affinity (normalized) is 0.255.